Dataset: Peptide-MHC class II binding affinity with 134,281 pairs from IEDB. Task: Regression. Given a peptide amino acid sequence and an MHC pseudo amino acid sequence, predict their binding affinity value. This is MHC class II binding data. (1) The binding affinity (normalized) is 0.256. The MHC is DRB3_0101 with pseudo-sequence DRB3_0101. The peptide sequence is NLYKLHGGHVSCRVK. (2) The peptide sequence is EKKYYAATQFEPLAA. The binding affinity (normalized) is 0.713. The MHC is DRB1_0701 with pseudo-sequence DRB1_0701. (3) The peptide sequence is RVSPGNGWMIKETAC. The MHC is HLA-DQA10102-DQB10501 with pseudo-sequence HLA-DQA10102-DQB10501. The binding affinity (normalized) is 0.355. (4) The peptide sequence is AVHADMGYWIESQKN. The MHC is DRB1_0301 with pseudo-sequence DRB1_0301. The binding affinity (normalized) is 0.274.